From a dataset of NCI-60 drug combinations with 297,098 pairs across 59 cell lines. Regression. Given two drug SMILES strings and cell line genomic features, predict the synergy score measuring deviation from expected non-interaction effect. (1) Drug 1: CCC1(CC2CC(C3=C(CCN(C2)C1)C4=CC=CC=C4N3)(C5=C(C=C6C(=C5)C78CCN9C7C(C=CC9)(C(C(C8N6C=O)(C(=O)OC)O)OC(=O)C)CC)OC)C(=O)OC)O.OS(=O)(=O)O. Drug 2: C1C(C(OC1N2C=NC3=C(N=C(N=C32)Cl)N)CO)O. Cell line: SW-620. Synergy scores: CSS=29.8, Synergy_ZIP=-7.13, Synergy_Bliss=-4.30, Synergy_Loewe=-5.37, Synergy_HSA=-0.780. (2) Drug 1: C1CN(CCN1C(=O)CCBr)C(=O)CCBr. Drug 2: CC(C)NC(=O)C1=CC=C(C=C1)CNNC.Cl. Cell line: CAKI-1. Synergy scores: CSS=10.4, Synergy_ZIP=-3.52, Synergy_Bliss=-1.15, Synergy_Loewe=-8.36, Synergy_HSA=-4.19. (3) Drug 1: CNC(=O)C1=CC=CC=C1SC2=CC3=C(C=C2)C(=NN3)C=CC4=CC=CC=N4. Drug 2: CC1=C2C(C(=O)C3(C(CC4C(C3C(C(C2(C)C)(CC1OC(=O)C(C(C5=CC=CC=C5)NC(=O)C6=CC=CC=C6)O)O)OC(=O)C7=CC=CC=C7)(CO4)OC(=O)C)O)C)OC(=O)C. Cell line: K-562. Synergy scores: CSS=60.1, Synergy_ZIP=0.497, Synergy_Bliss=-3.36, Synergy_Loewe=-5.50, Synergy_HSA=-3.77. (4) Drug 1: CC12CCC3C(C1CCC2O)C(CC4=C3C=CC(=C4)O)CCCCCCCCCS(=O)CCCC(C(F)(F)F)(F)F. Drug 2: C(CC(=O)O)C(=O)CN.Cl. Cell line: A549. Synergy scores: CSS=5.71, Synergy_ZIP=-4.48, Synergy_Bliss=-2.85, Synergy_Loewe=-3.42, Synergy_HSA=-3.31. (5) Drug 1: CC1OCC2C(O1)C(C(C(O2)OC3C4COC(=O)C4C(C5=CC6=C(C=C35)OCO6)C7=CC(=C(C(=C7)OC)O)OC)O)O. Drug 2: CC1=C(C(=CC=C1)Cl)NC(=O)C2=CN=C(S2)NC3=CC(=NC(=N3)C)N4CCN(CC4)CCO. Cell line: UACC62. Synergy scores: CSS=35.5, Synergy_ZIP=-7.53, Synergy_Bliss=-0.175, Synergy_Loewe=0.0583, Synergy_HSA=0.755. (6) Drug 1: C1=CC(=CC=C1C#N)C(C2=CC=C(C=C2)C#N)N3C=NC=N3. Drug 2: C1CN1P(=S)(N2CC2)N3CC3. Cell line: SNB-19. Synergy scores: CSS=12.6, Synergy_ZIP=-3.41, Synergy_Bliss=-0.848, Synergy_Loewe=-3.71, Synergy_HSA=-3.65.